From a dataset of Forward reaction prediction with 1.9M reactions from USPTO patents (1976-2016). Predict the product of the given reaction. (1) Given the reactants [C:1]([OH:7])([C:3]([F:6])([F:5])[F:4])=[O:2].[CH2:8]([Cl:10])[Cl:9], predict the reaction product. The product is: [C:1]([OH:7])([C:3]([F:6])([F:5])[F:4])=[O:2].[CH2:8]([Cl:10])[Cl:9]. (2) The product is: [F:20][C:2]([F:1])([C:14]1[CH:19]=[CH:18][CH:17]=[CH:16][CH:15]=1)[C:3]1[N:7]=[C:6]([C@H:8]2[CH2:12][CH2:11][C@H:10]([NH:13][C:31]3[N:36]=[CH:35][N:34]=[C:33]4[NH:37][N:38]=[CH:39][C:32]=34)[CH2:9]2)[O:5][N:4]=1. Given the reactants [F:1][C:2]([F:20])([C:14]1[CH:19]=[CH:18][CH:17]=[CH:16][CH:15]=1)[C:3]1[N:7]=[C:6]([C@H:8]2[CH2:12][CH2:11][C@H:10]([NH2:13])[CH2:9]2)[O:5][N:4]=1.CCN(C(C)C)C(C)C.Cl[C:31]1[N:36]=[CH:35][N:34]=[C:33]2[N:37](C3CCCCO3)[N:38]=[CH:39][C:32]=12.Cl, predict the reaction product.